Dataset: NCI-60 drug combinations with 297,098 pairs across 59 cell lines. Task: Regression. Given two drug SMILES strings and cell line genomic features, predict the synergy score measuring deviation from expected non-interaction effect. (1) Drug 1: CC(CN1CC(=O)NC(=O)C1)N2CC(=O)NC(=O)C2. Drug 2: CCN(CC)CCCC(C)NC1=C2C=C(C=CC2=NC3=C1C=CC(=C3)Cl)OC. Cell line: CCRF-CEM. Synergy scores: CSS=83.9, Synergy_ZIP=-1.22, Synergy_Bliss=-0.141, Synergy_Loewe=-3.15, Synergy_HSA=2.30. (2) Drug 1: CC1=C(C=C(C=C1)C(=O)NC2=CC(=CC(=C2)C(F)(F)F)N3C=C(N=C3)C)NC4=NC=CC(=N4)C5=CN=CC=C5. Drug 2: CC1C(C(CC(O1)OC2CC(CC3=C2C(=C4C(=C3O)C(=O)C5=CC=CC=C5C4=O)O)(C(=O)C)O)N)O. Cell line: U251. Synergy scores: CSS=40.4, Synergy_ZIP=2.98, Synergy_Bliss=1.58, Synergy_Loewe=-27.4, Synergy_HSA=1.38. (3) Drug 1: CCC1(CC2CC(C3=C(CCN(C2)C1)C4=CC=CC=C4N3)(C5=C(C=C6C(=C5)C78CCN9C7C(C=CC9)(C(C(C8N6C)(C(=O)OC)O)OC(=O)C)CC)OC)C(=O)OC)O.OS(=O)(=O)O. Drug 2: CCN(CC)CCCC(C)NC1=C2C=C(C=CC2=NC3=C1C=CC(=C3)Cl)OC. Cell line: HCT116. Synergy scores: CSS=46.4, Synergy_ZIP=13.4, Synergy_Bliss=11.3, Synergy_Loewe=10.2, Synergy_HSA=9.36. (4) Drug 1: C1CCC(CC1)NC(=O)N(CCCl)N=O. Drug 2: C1=NC2=C(N=C(N=C2N1C3C(C(C(O3)CO)O)F)Cl)N. Cell line: MDA-MB-435. Synergy scores: CSS=9.41, Synergy_ZIP=-7.61, Synergy_Bliss=-2.51, Synergy_Loewe=-13.3, Synergy_HSA=-4.35. (5) Drug 1: CN(C)C1=NC(=NC(=N1)N(C)C)N(C)C. Drug 2: CC1=C2C(C(=O)C3(C(CC4C(C3C(C(C2(C)C)(CC1OC(=O)C(C(C5=CC=CC=C5)NC(=O)OC(C)(C)C)O)O)OC(=O)C6=CC=CC=C6)(CO4)OC(=O)C)O)C)O. Cell line: NCI-H226. Synergy scores: CSS=24.7, Synergy_ZIP=2.34, Synergy_Bliss=6.10, Synergy_Loewe=-26.6, Synergy_HSA=4.09. (6) Drug 1: CN(C)C1=NC(=NC(=N1)N(C)C)N(C)C. Drug 2: CC=C1C(=O)NC(C(=O)OC2CC(=O)NC(C(=O)NC(CSSCCC=C2)C(=O)N1)C(C)C)C(C)C. Cell line: SR. Synergy scores: CSS=64.7, Synergy_ZIP=-4.03, Synergy_Bliss=-11.1, Synergy_Loewe=-35.5, Synergy_HSA=-8.21. (7) Drug 1: C1=C(C(=O)NC(=O)N1)F. Drug 2: CN1C(=O)N2C=NC(=C2N=N1)C(=O)N. Cell line: NCIH23. Synergy scores: CSS=41.5, Synergy_ZIP=-8.52, Synergy_Bliss=-11.2, Synergy_Loewe=-12.3, Synergy_HSA=-8.69.